This data is from Peptide-MHC class I binding affinity with 185,985 pairs from IEDB/IMGT. The task is: Regression. Given a peptide amino acid sequence and an MHC pseudo amino acid sequence, predict their binding affinity value. This is MHC class I binding data. (1) The peptide sequence is AFDWPELEF. The MHC is HLA-A26:01 with pseudo-sequence HLA-A26:01. The binding affinity (normalized) is 0.0847. (2) The peptide sequence is CKNFLKQVYF. The MHC is H-2-Kb with pseudo-sequence H-2-Kb. The binding affinity (normalized) is 0.387.